From a dataset of Full USPTO retrosynthesis dataset with 1.9M reactions from patents (1976-2016). Predict the reactants needed to synthesize the given product. (1) The reactants are: I[CH2:2][C@H:3]([NH:8][S:9]([C:12]1[CH:18]=[CH:17][C:15]([CH3:16])=[CH:14][CH:13]=1)(=[O:11])=[O:10])[CH2:4][C:5]([OH:7])=[O:6].[N-:19]=[N+:20]=[N-:21].[Na+]. Given the product [CH2:14]([O:7][C:5](=[O:6])[CH2:4][C@@H:3]([NH:8][S:9]([C:12]1[CH:18]=[CH:17][C:15]([CH3:16])=[CH:14][CH:13]=1)(=[O:11])=[O:10])[CH2:2][N:19]=[N+:20]=[N-:21])[CH:15]([CH3:17])[CH3:16], predict the reactants needed to synthesize it. (2) Given the product [CH:20]([C:6]1[CH:15]=[C:14]([CH:16]([CH3:17])[CH3:18])[C:13]([C:2]#[N:3])=[CH:12][C:7]=1[C:8]([O:10][CH3:11])=[O:9])=[O:22], predict the reactants needed to synthesize it. The reactants are: [Cu][C:2]#[N:3].CO[C:6]1[CH:15]=[C:14]([CH:16]([CH3:18])[CH3:17])[C:13](Br)=[CH:12][C:7]=1[C:8]([O:10][CH3:11])=[O:9].[C:20](OCC)(=[O:22])C.